Predict the reactants needed to synthesize the given product. From a dataset of Full USPTO retrosynthesis dataset with 1.9M reactions from patents (1976-2016). (1) Given the product [Cl:1][C:2]1[CH:3]=[CH:4][C:5]([O:25][CH:26]([F:28])[F:27])=[C:6]([C:8]2[C:13]([O:14][CH3:15])=[CH:12][N:11]([CH:16]([CH2:35][C@H:36]3[CH2:41][CH2:40][CH2:39][CH2:38][O:37]3)[C:17]([O:19][C:20]([CH3:23])([CH3:22])[CH3:21])=[O:18])[C:10](=[O:24])[CH:9]=2)[CH:7]=1, predict the reactants needed to synthesize it. The reactants are: [Cl:1][C:2]1[CH:3]=[CH:4][C:5]([O:25][CH:26]([F:28])[F:27])=[C:6]([C:8]2[C:13]([O:14][CH3:15])=[CH:12][N:11]([CH2:16][C:17]([O:19][C:20]([CH3:23])([CH3:22])[CH3:21])=[O:18])[C:10](=[O:24])[CH:9]=2)[CH:7]=1.FC(F)(F)S(O[CH2:35][C@H:36]1[CH2:41][CH2:40][CH2:39][CH2:38][O:37]1)(=O)=O. (2) The reactants are: [NH2:1][CH2:2][CH2:3][O:4][C:5]1[C:26]([O:27][CH3:28])=[CH:25][C:8]2[C:9]3[N:14]([CH:15]([CH2:17][CH3:18])[CH2:16][C:7]=2[CH:6]=1)[CH:13]=[C:12]([C:19]([O:21][CH2:22][CH3:23])=[O:20])[C:11](=[O:24])[CH:10]=3.CCN(CC)CC.[C:36](Cl)(=[O:38])[CH3:37]. Given the product [C:36]([NH:1][CH2:2][CH2:3][O:4][C:5]1[C:26]([O:27][CH3:28])=[CH:25][C:8]2[C:9]3[N:14]([CH:15]([CH2:17][CH3:18])[CH2:16][C:7]=2[CH:6]=1)[CH:13]=[C:12]([C:19]([O:21][CH2:22][CH3:23])=[O:20])[C:11](=[O:24])[CH:10]=3)(=[O:38])[CH3:37], predict the reactants needed to synthesize it. (3) Given the product [Br:31][C:14]1[C:15]([N:17]2[CH2:22][CH2:21][CH2:20][C@@H:19]([NH:23][C:24](=[O:30])[O:25][C:26]([CH3:28])([CH3:27])[CH3:29])[CH2:18]2)=[C:16]2[C:8]([NH:7][C:1](=[O:5])[CH2:2][CH2:3][CH3:4])=[CH:9][NH:10][C:11]2=[N:12][CH:13]=1, predict the reactants needed to synthesize it. The reactants are: [C:1](Cl)(=[O:5])[CH2:2][CH2:3][CH3:4].[NH2:7][C:8]1[C:16]2[C:11](=[N:12][CH:13]=[C:14]([Br:31])[C:15]=2[N:17]2[CH2:22][CH2:21][CH2:20][C@@H:19]([NH:23][C:24](=[O:30])[O:25][C:26]([CH3:29])([CH3:28])[CH3:27])[CH2:18]2)[NH:10][CH:9]=1.C(N(CC)CC)C.[Li+].[OH-].